This data is from NCI-60 drug combinations with 297,098 pairs across 59 cell lines. The task is: Regression. Given two drug SMILES strings and cell line genomic features, predict the synergy score measuring deviation from expected non-interaction effect. Drug 1: C1C(C(OC1N2C=C(C(=O)NC2=O)F)CO)O. Drug 2: CCC1(CC2CC(C3=C(CCN(C2)C1)C4=CC=CC=C4N3)(C5=C(C=C6C(=C5)C78CCN9C7C(C=CC9)(C(C(C8N6C)(C(=O)OC)O)OC(=O)C)CC)OC)C(=O)OC)O.OS(=O)(=O)O. Cell line: MOLT-4. Synergy scores: CSS=35.4, Synergy_ZIP=2.01, Synergy_Bliss=3.74, Synergy_Loewe=-13.0, Synergy_HSA=-0.190.